Dataset: Catalyst prediction with 721,799 reactions and 888 catalyst types from USPTO. Task: Predict which catalyst facilitates the given reaction. (1) Reactant: [NH:1]1[C:5]2[CH:6]=[CH:7][C:8]3[C:9]4[CH:10]=[CH:11][CH:12]=[CH:13][C:14]=4[CH:15]=[CH:16][C:17]=3[C:4]=2[N:3]=C1.C1C2C(=O)C(=O)C3C(=CC=CC=3)C=2C=CC=1.C([O-])(=O)C.[NH4+].CC1(C)[O:44][C@@H:43]([CH2:45][CH2:46][O:47][C:48]2[CH:55]=[CH:54][C:51]([CH:52]=O)=[CH:50][CH:49]=2)[CH2:42][O:41]1.CC1(C)O[C@@H](CCOC2C3C(=CC=CC=3)C(C=O)=CC=2)CO1.N. Product: [NH:3]1[C:4]2[C:17]3[C:8]([C:9]4[CH:14]=[CH:13][CH:12]=[CH:11][C:10]=4[C:5]=2[N:1]=[C:52]1[C:51]1[CH:50]=[CH:49][C:48]([O:47][CH2:46][CH2:45][C@H:43]([OH:44])[CH2:42][OH:41])=[CH:55][CH:54]=1)=[CH:7][CH:6]=[CH:15][CH:16]=3. The catalyst class is: 86. (2) Reactant: [Mg].[C:2]1([C:14]2[C:15](=[O:29])[NH:16][C:17](=[O:28])[C:18]=2[C:19]2[C:27]3[C:22](=[CH:23][CH:24]=[CH:25][CH:26]=3)[NH:21][CH:20]=2)[C:12]2=[C:13]3[C:8](=[CH:9][CH:10]=[CH:11]2)[CH2:7][CH2:6][CH2:5][N:4]3[CH:3]=1.C(OCC)(=O)C. Product: [C:2]1([C@H:14]2[C@H:18]([C:19]3[C:27]4[C:22](=[CH:23][CH:24]=[CH:25][CH:26]=4)[NH:21][CH:20]=3)[C:17](=[O:28])[NH:16][C:15]2=[O:29])[C:12]2=[C:13]3[C:8](=[CH:9][CH:10]=[CH:11]2)[CH2:7][CH2:6][CH2:5][N:4]3[CH:3]=1. The catalyst class is: 5. (3) Reactant: [OH-].[K+].[CH3:3][C:4]1[C:5](=[O:11])[NH:6][C:7](=[S:10])[NH:8][CH:9]=1.[CH3:12]I. Product: [CH3:3][C:4]1[C:5](=[O:11])[NH:6][C:7]([S:10][CH3:12])=[N:8][CH:9]=1. The catalyst class is: 14.